This data is from Full USPTO retrosynthesis dataset with 1.9M reactions from patents (1976-2016). The task is: Predict the reactants needed to synthesize the given product. (1) Given the product [F:21][C:15]1[CH:16]=[CH:17][CH:18]=[C:19]([F:20])[C:14]=1[NH:13][C:11]1[N:10]([CH3:22])[C:9]2[CH:23]=[CH:24][C:6]([C:4]([OH:5])=[O:3])=[CH:7][C:8]=2[N:12]=1, predict the reactants needed to synthesize it. The reactants are: C([O:3][C:4]([C:6]1[CH:24]=[CH:23][C:9]2[N:10]([CH3:22])[C:11]([NH:13][C:14]3[C:19]([F:20])=[CH:18][CH:17]=[CH:16][C:15]=3[F:21])=[N:12][C:8]=2[CH:7]=1)=[O:5])C.[OH-].[Na+]. (2) Given the product [NH2:12][C:3]1[C:4]([NH2:5])=[CH:6][CH:7]=[C:8]([N+:9]([O-:11])=[O:10])[C:2]=1[CH3:1], predict the reactants needed to synthesize it. The reactants are: [CH3:1][C:2]1[C:3]([N+:12]([O-])=O)=[C:4]([CH:6]=[CH:7][C:8]=1[N+:9]([O-:11])=[O:10])[NH2:5].O.O.O.O.O.O.O.O.O.[S-2].[Na+].[Na+]. (3) Given the product [Cl:24][C:25]1[C:30]([C:31]([NH:15][C:10]2[CH:11]=[CH:12][CH:13]=[C:14]3[C:9]=2[N:8]=[CH:7][CH:6]=[C:5]3[O:4][C:3]2[CH:16]=[C:17]([C:20]([F:21])([F:22])[F:23])[CH:18]=[CH:19][C:2]=2[F:1])=[O:32])=[C:29]([F:34])[C:28]([CH2:35][NH:36][C:37](=[O:42])[C:38]([CH3:40])([CH3:39])[CH3:41])=[CH:27][CH:26]=1, predict the reactants needed to synthesize it. The reactants are: [F:1][C:2]1[CH:19]=[CH:18][C:17]([C:20]([F:23])([F:22])[F:21])=[CH:16][C:3]=1[O:4][C:5]1[C:14]2[C:9](=[C:10]([NH2:15])[CH:11]=[CH:12][CH:13]=2)[N:8]=[CH:7][CH:6]=1.[Cl:24][C:25]1[C:30]([C:31](O)=[O:32])=[C:29]([F:34])[C:28]([CH2:35][NH:36][C:37](=[O:42])[C:38]([CH3:41])([CH3:40])[CH3:39])=[CH:27][CH:26]=1.C(Cl)(=O)C(Cl)=O.CCN(C(C)C)C(C)C. (4) The reactants are: [Cl:1][C:2]1[CH:7]=[CH:6][C:5]([NH:8][C:9]([CH:11]2[CH2:16][CH2:15][N:14]([C:17]([O:19][CH2:20][C:21]3[CH:26]=[CH:25][CH:24]=[CH:23][CH:22]=3)=[O:18])[CH2:13][CH2:12]2)=O)=[CH:4][C:3]=1[CH3:27].C1(P(C2C=CC=CC=2)C2C=CC=CC=2)C=CC=CC=1.CC(OC(/N=N/C(OC(C)C)=O)=O)C.C[Si]([N:65]=[N+:66]=[N-:67])(C)C. Given the product [Cl:1][C:2]1[CH:7]=[CH:6][C:5]([N:8]2[C:9]([CH:11]3[CH2:16][CH2:15][N:14]([C:17]([O:19][CH2:20][C:21]4[CH:26]=[CH:25][CH:24]=[CH:23][CH:22]=4)=[O:18])[CH2:13][CH2:12]3)=[N:67][N:66]=[N:65]2)=[CH:4][C:3]=1[CH3:27], predict the reactants needed to synthesize it.